This data is from Catalyst prediction with 721,799 reactions and 888 catalyst types from USPTO. The task is: Predict which catalyst facilitates the given reaction. (1) Reactant: [CH3:1][O:2][C:3]1[CH:27]=[C:26]([O:28][CH3:29])[CH:25]=[CH:24][C:4]=1[CH2:5][N:6]1[C:9](=[O:10])[C@@H:8]([NH:11][C:12](=[O:21])[O:13][CH2:14][C:15]2[CH:20]=[CH:19][CH:18]=[CH:17][CH:16]=2)[C@H:7]1[CH2:22]I.[N-:30]=[N+:31]=[N-:32].C([N+](CCCC)(CCCC)CCCC)CCC. Product: [N:30]([CH2:22][C@@H:7]1[C@H:8]([NH:11][C:12](=[O:21])[O:13][CH2:14][C:15]2[CH:20]=[CH:19][CH:18]=[CH:17][CH:16]=2)[C:9](=[O:10])[N:6]1[CH2:5][C:4]1[CH:24]=[CH:25][C:26]([O:28][CH3:29])=[CH:27][C:3]=1[O:2][CH3:1])=[N+:31]=[N-:32]. The catalyst class is: 1. (2) Reactant: C(OC([NH:8][CH2:9][C@H:10]1[CH2:15][CH2:14][C@H:13]([C:16]([NH:18][C@@H:19]([CH2:43][C:44]2[CH:49]=[CH:48][C:47]([C:50]3[CH:55]=[CH:54][C:53]([C:56](=[O:66])[NH:57][CH2:58][CH:59]4[CH2:64][CH2:63][N:62]([CH3:65])[CH2:61][CH2:60]4)=[CH:52][C:51]=3[CH3:67])=[CH:46][CH:45]=2)[C:20]([NH:22][C:23]2[CH:28]=[CH:27][C:26]([C:29]3[NH:30][C:31]([C:34]([F:42])([F:41])[C:35]([F:40])([F:39])[C:36]([OH:38])=[O:37])=[N:32][N:33]=3)=[CH:25][CH:24]=2)=[O:21])=[O:17])[CH2:12][CH2:11]1)=O)(C)(C)C.[ClH:68].C(#N)C. Product: [ClH:68].[NH2:8][CH2:9][C@H:10]1[CH2:11][CH2:12][C@H:13]([C:16]([NH:18][C@@H:19]([CH2:43][C:44]2[CH:45]=[CH:46][C:47]([C:50]3[CH:55]=[CH:54][C:53]([C:56](=[O:66])[NH:57][CH2:58][CH:59]4[CH2:64][CH2:63][N:62]([CH3:65])[CH2:61][CH2:60]4)=[CH:52][C:51]=3[CH3:67])=[CH:48][CH:49]=2)[C:20]([NH:22][C:23]2[CH:24]=[CH:25][C:26]([C:29]3[NH:30][C:31]([C:34]([F:42])([F:41])[C:35]([F:39])([F:40])[C:36]([OH:38])=[O:37])=[N:32][N:33]=3)=[CH:27][CH:28]=2)=[O:21])=[O:17])[CH2:14][CH2:15]1. The catalyst class is: 12.